This data is from Forward reaction prediction with 1.9M reactions from USPTO patents (1976-2016). The task is: Predict the product of the given reaction. (1) The product is: [F:11][C:12]1[CH:17]=[CH:16][CH:15]=[C:14]([F:18])[C:13]=1[C:2]1[N:7]=[C:6]([C:8]([OH:10])=[O:9])[CH:5]=[CH:4][CH:3]=1. Given the reactants Br[C:2]1[N:7]=[C:6]([C:8]([OH:10])=[O:9])[CH:5]=[CH:4][CH:3]=1.[F:11][C:12]1[CH:17]=[CH:16][CH:15]=[C:14]([F:18])[C:13]=1B(O)O, predict the reaction product. (2) Given the reactants [NH2:1][C:2]1[CH:7]=[C:6]([C:8]([F:11])([F:10])[F:9])[CH:5]=[CH:4][C:3]=1[OH:12].[C:13](O)(=[O:20])[C:14]1[CH:19]=[CH:18][N:17]=[CH:16][CH:15]=1.CCN=C=NCCCN(C)C.N1C=CC=CC=1, predict the reaction product. The product is: [OH:12][C:3]1[CH:4]=[CH:5][C:6]([C:8]([F:9])([F:10])[F:11])=[CH:7][C:2]=1[NH:1][C:13](=[O:20])[C:14]1[CH:19]=[CH:18][N:17]=[CH:16][CH:15]=1. (3) Given the reactants C(=O)=O.C[C:5]([CH3:7])=O.[C:8]([O:11][CH2:12][C:13]1[C:18](Br)=[CH:17][CH:16]=[CH:15][C:14]=1Br)(=[O:10])[CH3:9].[Zn](CC)[CH2:22][CH3:23].Cl, predict the reaction product. The product is: [C:8]([O:11][CH2:12][C:13]1[C:18]([CH2:22][CH3:23])=[CH:17][CH:16]=[CH:15][C:14]=1[CH2:5][CH3:7])(=[O:10])[CH3:9]. (4) Given the reactants [N:1]1([C:6]2[CH:11]=[CH:10][C:9]([C:12]3[CH:13]=[C:14]([N+:33]([O-])=O)[C:15]([NH:18][CH:19]4[CH2:24][CH2:23][N:22]([C:25]5[N:30]=[CH:29][C:28]([CH2:31][CH3:32])=[CH:27][N:26]=5)[CH2:21][CH2:20]4)=[N:16][CH:17]=3)=[CH:8][CH:7]=2)[CH:5]=[N:4][N:3]=[N:2]1, predict the reaction product. The product is: [N:1]1([C:6]2[CH:11]=[CH:10][C:9]([C:12]3[CH:13]=[C:14]([NH2:33])[C:15]([NH:18][CH:19]4[CH2:24][CH2:23][N:22]([C:25]5[N:26]=[CH:27][C:28]([CH2:31][CH3:32])=[CH:29][N:30]=5)[CH2:21][CH2:20]4)=[N:16][CH:17]=3)=[CH:8][CH:7]=2)[CH:5]=[N:4][N:3]=[N:2]1. (5) Given the reactants [NH2:1][C:2]1[C:3]2[C:10]([C:11]3[CH:16]=[CH:15][C:14]([NH:17][C:18](=[O:26])[O:19][C:20]4[CH:25]=[CH:24][CH:23]=[CH:22]C=4)=[C:13]([O:27][CH3:28])[CH:12]=3)=[CH:9][N:8]([CH:29]3[CH2:34][CH2:33][O:32][CH2:31][CH2:30]3)[C:4]=2[N:5]=[CH:6][N:7]=1.CC1[O:40][N:39]=C(CO)C=1, predict the reaction product. The product is: [NH2:1][C:2]1[C:3]2[C:10]([C:11]3[CH:16]=[CH:15][C:14]([NH:17][C:18](=[O:26])[O:19][CH2:20][C:25]4[CH:24]=[C:23]([CH3:22])[O:40][N:39]=4)=[C:13]([O:27][CH3:28])[CH:12]=3)=[CH:9][N:8]([CH:29]3[CH2:30][CH2:31][O:32][CH2:33][CH2:34]3)[C:4]=2[N:5]=[CH:6][N:7]=1. (6) The product is: [CH2:1]([N:3]([CH2:6][C:7]1[CH:14]=[CH:13][C:10](/[CH:11]=[N:21]/[C:22]2[CH:30]=[CH:29][CH:28]=[C:27]3[C:23]=2[CH2:24][O:25][C:26]3=[O:31])=[CH:9][CH:8]=1)[CH2:4][CH3:5])[CH3:2]. Given the reactants [CH2:1]([N:3]([CH2:6][C:7]1[CH:14]=[CH:13][C:10]([CH:11]=O)=[CH:9][CH:8]=1)[CH2:4][CH3:5])[CH3:2].S([O-])([O-])(=O)=O.[Mg+2].[NH2:21][C:22]1[CH:30]=[CH:29][CH:28]=[C:27]2[C:23]=1[CH2:24][O:25][C:26]2=[O:31], predict the reaction product. (7) Given the reactants [CH:1]1([NH:7][C:8](=[O:26])[C:9]([S:12][C:13]2[CH:25]=[CH:24][C:16]([O:17][CH2:18][C:19]([O:21]CC)=[O:20])=[CH:15][CH:14]=2)([CH3:11])[CH3:10])[CH2:6][CH2:5][CH2:4][CH2:3][CH2:2]1.[Li+].[OH-].O, predict the reaction product. The product is: [CH:1]1([NH:7][C:8](=[O:26])[C:9]([S:12][C:13]2[CH:14]=[CH:15][C:16]([O:17][CH2:18][C:19]([OH:21])=[O:20])=[CH:24][CH:25]=2)([CH3:11])[CH3:10])[CH2:2][CH2:3][CH2:4][CH2:5][CH2:6]1. (8) Given the reactants [NH:1]1[C:9]2[C:4](=[CH:5][CH:6]=[CH:7][CH:8]=2)[C:3]([C:10]2[N:14]([CH3:15])[N:13]=[C:12]([CH3:16])[C:11]=2[CH:17]=[O:18])=[CH:2]1.[H-].[Na+].[CH3:21]I.Cl, predict the reaction product. The product is: [CH3:15][N:14]1[C:10]([C:3]2[C:4]3[C:9](=[CH:8][CH:7]=[CH:6][CH:5]=3)[N:1]([CH3:21])[CH:2]=2)=[C:11]([CH:17]=[O:18])[C:12]([CH3:16])=[N:13]1. (9) Given the reactants Cl[C:2]1[N:7]=[C:6]([C:8]2[CH:13]=[CH:12][C:11]([F:14])=[CH:10][C:9]=2[O:15][CH3:16])[C:5]([F:17])=[CH:4][N:3]=1.[CH3:18][C:19]1[CH:20]=[C:21]([CH:23]=[C:24]([CH2:26][S:27][CH3:28])[CH:25]=1)[NH2:22], predict the reaction product. The product is: [F:17][C:5]1[C:6]([C:8]2[CH:13]=[CH:12][C:11]([F:14])=[CH:10][C:9]=2[O:15][CH3:16])=[N:7][C:2]([NH:22][C:21]2[CH:23]=[C:24]([CH2:26][S:27][CH3:28])[CH:25]=[C:19]([CH3:18])[CH:20]=2)=[N:3][CH:4]=1.